This data is from Full USPTO retrosynthesis dataset with 1.9M reactions from patents (1976-2016). The task is: Predict the reactants needed to synthesize the given product. (1) Given the product [Cl:24][C:25]1[CH:32]=[CH:31][C:28]([CH2:29][N:17]2[C:18](=[O:20])[N:19]=[C:14]([N:11]3[CH2:12][CH2:13][N:8]([C:5]4[CH:6]=[CH:7][C:2]([F:1])=[CH:3][CH:4]=4)[CH2:9][CH2:10]3)[NH:15][C:16]2=[O:21])=[CH:27][CH:26]=1, predict the reactants needed to synthesize it. The reactants are: [F:1][C:2]1[CH:7]=[CH:6][C:5]([N:8]2[CH2:13][CH2:12][N:11]([C:14]3[NH:19][C:18](=[O:20])[NH:17][C:16](=[O:21])[N:15]=3)[CH2:10][CH2:9]2)=[CH:4][CH:3]=1.[H-].[Li+].[Cl:24][C:25]1[CH:32]=[CH:31][C:28]([CH2:29]Cl)=[CH:27][CH:26]=1.[I-].[Na+]. (2) Given the product [NH2:1][C:2]1[CH:3]=[CH:4][C:5]([CH2:8][C:9]([O:11][CH3:15])=[O:10])=[CH:6][CH:7]=1, predict the reactants needed to synthesize it. The reactants are: [NH2:1][C:2]1[CH:7]=[CH:6][C:5]([CH2:8][C:9]([OH:11])=[O:10])=[CH:4][CH:3]=1.CO.Cl[CH2:15]Cl.C[Si](C=[N+]=[N-])(C)C. (3) Given the product [CH3:15][O:14][C:12]1[CH:13]=[C:8]([C:6]2[N:5]=[C:4]3[CH2:18][N:19]([C:22]4[CH:23]=[N:24][N:25]([CH2:27][C:28]([F:31])([F:30])[F:29])[CH:26]=4)[C:20](=[O:21])[C:3]3=[C:2]([CH2:38][CH3:39])[CH:7]=2)[CH:9]=[N:10][C:11]=1[O:16][CH3:17], predict the reactants needed to synthesize it. The reactants are: Cl[C:2]1[CH:7]=[C:6]([C:8]2[CH:9]=[N:10][C:11]([O:16][CH3:17])=[C:12]([O:14][CH3:15])[CH:13]=2)[N:5]=[C:4]2[CH2:18][N:19]([C:22]3[CH:23]=[N:24][N:25]([CH2:27][C:28]([F:31])([F:30])[F:29])[CH:26]=3)[C:20](=[O:21])[C:3]=12.C(=O)([O-])[O-].[Na+].[Na+].[CH2:38](OB(OCC)OCC)[CH3:39].C1COCC1. (4) Given the product [Cl:31][C:27]1[CH:26]=[C:25]([C:23]2[O:22][N:21]=[C:20]([CH:18]([N:4]([CH3:3])[C:5]3[N:9]([CH3:10])[C:8]([C:11]4[CH:12]=[N:13][CH:14]=[CH:15][CH:16]=4)=[N:7][N:6]=3)[CH3:19])[N:24]=2)[CH:30]=[CH:29][CH:28]=1, predict the reactants needed to synthesize it. The reactants are: [H-].[Na+].[CH3:3][NH:4][C:5]1[N:9]([CH3:10])[C:8]([C:11]2[CH:12]=[N:13][CH:14]=[CH:15][CH:16]=2)=[N:7][N:6]=1.Cl[CH:18]([C:20]1[N:24]=[C:23]([C:25]2[CH:30]=[CH:29][CH:28]=[C:27]([Cl:31])[CH:26]=2)[O:22][N:21]=1)[CH3:19]. (5) Given the product [C:18]([N:25]1[CH2:30][CH2:29][CH:28]([N:31]([CH:38]2[CH2:43][CH2:42][CH2:41][CH2:40][CH2:39]2)[C:32](=[O:37])[N:33]([CH3:2])[CH:34]([CH3:35])[CH3:36])[CH2:27][CH2:26]1)([O:20][C:21]([CH3:22])([CH3:23])[CH3:24])=[O:19], predict the reactants needed to synthesize it. The reactants are: N1CC[C@H](N(C2CCCCC2)CC(OC)=O)[CH2:2]1.[C:18]([N:25]1[CH2:30][CH2:29][CH:28]([N:31]([CH:38]2[CH2:43][CH2:42][CH2:41][CH2:40][CH2:39]2)[C:32](=[O:37])[NH:33][CH:34]([CH3:36])[CH3:35])[CH2:27][CH2:26]1)([O:20][C:21]([CH3:24])([CH3:23])[CH3:22])=[O:19]. (6) Given the product [CH2:1]([O:3][C:4]([CH:6]1[CH:8]2[CH2:9][C:10]3[CH:11]=[C:12]([NH2:16])[N:13]=[CH:14][C:15]=3[CH:7]12)=[O:5])[CH3:2], predict the reactants needed to synthesize it. The reactants are: [CH2:1]([O:3][C:4]([CH:6]1[CH:8]2[CH2:9][C:10]3[CH:11]=[C:12]([N:16](CC4C=CC(OC)=CC=4)CC4C=CC(OC)=CC=4)[N:13]=[CH:14][C:15]=3[CH:7]12)=[O:5])[CH3:2].C(O)(C(F)(F)F)=O. (7) Given the product [Cl:1][C:2]1[CH:3]=[C:4]([C:9]2([C:21]([F:22])([F:24])[F:23])[O:13][N:12]=[C:11]([C:14]3[CH:15]=[CH:16][C:17]([N:18]4[CH:27]=[CH:31][CH:30]=[CH:29]4)=[CH:19][CH:20]=3)[CH2:10]2)[CH:5]=[C:6]([Cl:8])[CH:7]=1, predict the reactants needed to synthesize it. The reactants are: [Cl:1][C:2]1[CH:3]=[C:4]([C:9]2([C:21]([F:24])([F:23])[F:22])[O:13][N:12]=[C:11]([C:14]3[CH:20]=[CH:19][C:17]([NH2:18])=[CH:16][CH:15]=3)[CH2:10]2)[CH:5]=[C:6]([Cl:8])[CH:7]=1.CO[CH:27]1[CH2:31][CH2:30][CH:29](OC)O1.O.C(OCC)(=O)C.